This data is from Full USPTO retrosynthesis dataset with 1.9M reactions from patents (1976-2016). The task is: Predict the reactants needed to synthesize the given product. Given the product [CH3:1][O:2][C:3]1[CH:30]=[CH:29][CH:28]=[CH:27][C:4]=1[C:5]([NH:7][C:8]1[CH:20]=[C:19]([C:21]2[CH:22]=[CH:23][CH:24]=[CH:25][CH:26]=2)[CH:18]=[CH:17][C:9]=1[C:10]([OH:12])=[O:11])=[O:6], predict the reactants needed to synthesize it. The reactants are: [CH3:1][O:2][C:3]1[CH:30]=[CH:29][CH:28]=[CH:27][C:4]=1[C:5]([NH:7][C:8]1[CH:20]=[C:19]([C:21]2[CH:26]=[CH:25][CH:24]=[CH:23][CH:22]=2)[CH:18]=[CH:17][C:9]=1[C:10]([O:12]C(C)(C)C)=[O:11])=[O:6].